This data is from Peptide-MHC class I binding affinity with 185,985 pairs from IEDB/IMGT. The task is: Regression. Given a peptide amino acid sequence and an MHC pseudo amino acid sequence, predict their binding affinity value. This is MHC class I binding data. (1) The peptide sequence is GVFELSDEK. The MHC is HLA-B15:01 with pseudo-sequence HLA-B15:01. The binding affinity (normalized) is 0.0847. (2) The peptide sequence is SILPISWAY. The MHC is HLA-A02:19 with pseudo-sequence HLA-A02:19. The binding affinity (normalized) is 0.0847.